Dataset: Catalyst prediction with 721,799 reactions and 888 catalyst types from USPTO. Task: Predict which catalyst facilitates the given reaction. (1) Reactant: [C:1]([O:5][C:6](=[O:26])[NH:7][CH:8]([CH2:24][OH:25])[CH2:9][C:10]1[CH:15]=[CH:14][C:13]([C:16]2[CH:21]=[CH:20][C:19]([F:22])=[C:18]([Cl:23])[CH:17]=2)=[CH:12][CH:11]=1)([CH3:4])([CH3:3])[CH3:2].[CH3:27][S:28](Cl)(=[O:30])=[O:29].N1C=CC=CC=1. Product: [C:1]([O:5][C:6]([NH:7][CH:8]([CH2:9][C:10]1[CH:15]=[CH:14][C:13]([C:16]2[CH:21]=[CH:20][C:19]([F:22])=[C:18]([Cl:23])[CH:17]=2)=[CH:12][CH:11]=1)[CH2:24][O:25][S:28]([CH3:27])(=[O:30])=[O:29])=[O:26])([CH3:3])([CH3:2])[CH3:4]. The catalyst class is: 4. (2) Reactant: [CH3:1][O:2][C:3]1[CH:4]=[C:5]2[C:9](=[CH:10][C:11]=1[O:12][CH3:13])[NH:8][C:7](NC)=[C:6]2[C:16]1[CH:21]=[CH:20][C:19]([O:22][CH3:23])=[CH:18][CH:17]=1.[CH:24]([N:27](C(C)C)CC)(C)C.[C:33](Cl)([C:46]1[CH:51]=[CH:50][CH:49]=[CH:48][CH:47]=1)([C:40]1[CH:45]=[CH:44][CH:43]=[CH:42][CH:41]=1)[C:34]1[CH:39]=[CH:38][CH:37]=[CH:36][CH:35]=1. Product: [CH3:1][O:2][C:3]1[CH:4]=[C:5]2[C:9](=[CH:10][C:11]=1[O:12][CH3:13])[NH:8][C:7]([CH2:24][NH:27][C:33]([C:46]1[CH:51]=[CH:50][CH:49]=[CH:48][CH:47]=1)([C:40]1[CH:45]=[CH:44][CH:43]=[CH:42][CH:41]=1)[C:34]1[CH:39]=[CH:38][CH:37]=[CH:36][CH:35]=1)=[C:6]2[C:16]1[CH:21]=[CH:20][C:19]([O:22][CH3:23])=[CH:18][CH:17]=1. The catalyst class is: 4. (3) Reactant: C([O-])(O)=O.[Na+].[CH:6]1([C:9]2[C:14]([N+:15]([O-:17])=[O:16])=[CH:13][C:12]([N+:18]([O-])=O)=[CH:11][C:10]=2[C:21]([F:24])([F:23])[F:22])[CH2:8][CH2:7]1.C(OCC)(=O)C. Product: [CH:6]1([C:9]2[C:14]([N+:15]([O-:17])=[O:16])=[CH:13][C:12]([NH2:18])=[CH:11][C:10]=2[C:21]([F:22])([F:23])[F:24])[CH2:7][CH2:8]1. The catalyst class is: 24. (4) Reactant: [Br:1][C:2]1[C:3]([O:14][CH3:15])=[C:4]([C:9]([CH2:12]Br)=[CH:10][CH:11]=1)[C:5]([O:7][CH3:8])=[O:6].[CH:16]12[CH:22]([SH:23])[CH:19]([CH2:20][CH2:21]1)[CH2:18][CH2:17]2.C(=O)([O-])[O-].[K+].[K+]. Product: [CH:19]12[CH:22]([S:23][CH2:12][C:9]3[C:4]([C:5]([O:7][CH3:8])=[O:6])=[C:3]([O:14][CH3:15])[C:2]([Br:1])=[CH:11][CH:10]=3)[CH:16]([CH2:21][CH2:20]1)[CH2:17][CH2:18]2. The catalyst class is: 1. (5) Reactant: B(Br)(Br)Br.[Br:5][C:6]1[CH:15]=[C:14]([O:16]C)[C:13]([O:18]C)=[CH:12][C:7]=1[C:8]([O:10][CH3:11])=[O:9].CO. Product: [Br:5][C:6]1[CH:15]=[C:14]([OH:16])[C:13]([OH:18])=[CH:12][C:7]=1[C:8]([O:10][CH3:11])=[O:9]. The catalyst class is: 4. (6) The catalyst class is: 225. Product: [NH:1]1[C:9]2[C:4](=[CH:5][CH:6]=[C:7]([NH:10][C:20](=[O:21])[O:29][CH2:30][CH2:31][Si:32]([CH3:35])([CH3:34])[CH3:33])[CH:8]=2)[CH:3]=[CH:2]1. Reactant: [NH:1]1[C:9]2[C:4](=[CH:5][CH:6]=[C:7]([NH2:10])[CH:8]=2)[CH:3]=[CH:2]1.CCN(C(C)C)C(C)C.[C:20](=O)([O:29][CH2:30][CH2:31][Si:32]([CH3:35])([CH3:34])[CH3:33])[O:21]N1C(=O)CCC1=O. (7) Reactant: [O:1]1[CH2:6][CH2:5][CH2:4][CH2:3][CH:2]1[O:7][C:8]1[CH:9]=[C:10]([CH:21]=[C:22]([O:24][CH:25]2[CH2:30][CH2:29][CH2:28][CH2:27][O:26]2)[CH:23]=1)[C:11](ON1C(=O)CCC1=O)=[O:12].Cl.[NH2:32][CH2:33][C@@H:34]([C:57]([O:59][CH3:60])=[O:58])[NH:35][C:36](=[O:56])[C:37]1[C:42]([Cl:43])=[CH:41][C:40]([C:44]([NH:46][CH2:47][C:48]2[CH:53]=[CH:52][CH:51]=[C:50]([OH:54])[CH:49]=2)=[O:45])=[CH:39][C:38]=1[Cl:55].C(N(CC)CC)C.C(OCC)(=O)C. Product: [O:1]1[CH2:6][CH2:5][CH2:4][CH2:3][CH:2]1[O:7][C:8]1[CH:9]=[C:10]([CH:21]=[C:22]([O:24][CH:25]2[CH2:30][CH2:29][CH2:28][CH2:27][O:26]2)[CH:23]=1)[C:11]([NH:32][CH2:33][C@@H:34]([C:57]([O:59][CH3:60])=[O:58])[NH:35][C:36](=[O:56])[C:37]1[C:42]([Cl:43])=[CH:41][C:40]([C:44]([NH:46][CH2:47][C:48]2[CH:53]=[CH:52][CH:51]=[C:50]([OH:54])[CH:49]=2)=[O:45])=[CH:39][C:38]=1[Cl:55])=[O:12]. The catalyst class is: 9.